Dataset: Peptide-MHC class II binding affinity with 134,281 pairs from IEDB. Task: Regression. Given a peptide amino acid sequence and an MHC pseudo amino acid sequence, predict their binding affinity value. This is MHC class II binding data. (1) The peptide sequence is AFILDGDNLFHKV. The MHC is DRB1_0401 with pseudo-sequence DRB1_0401. The binding affinity (normalized) is 0.665. (2) The peptide sequence is AYEGQRVVFIQPSPV. The MHC is HLA-DQA10401-DQB10402 with pseudo-sequence HLA-DQA10401-DQB10402. The binding affinity (normalized) is 0.380. (3) The peptide sequence is ARTDLLAFTAFPKQI. The MHC is HLA-DQA10102-DQB10502 with pseudo-sequence HLA-DQA10102-DQB10502. The binding affinity (normalized) is 0.422. (4) The peptide sequence is EAAFTVSSKRNLADA. The MHC is DRB1_0101 with pseudo-sequence DRB1_0101. The binding affinity (normalized) is 0.490. (5) The peptide sequence is LVKTESWILRNPGYALVA. The MHC is DRB5_0101 with pseudo-sequence DRB5_0101. The binding affinity (normalized) is 0.356.